Dataset: NCI-60 drug combinations with 297,098 pairs across 59 cell lines. Task: Regression. Given two drug SMILES strings and cell line genomic features, predict the synergy score measuring deviation from expected non-interaction effect. Drug 1: CCC1=CC2CC(C3=C(CN(C2)C1)C4=CC=CC=C4N3)(C5=C(C=C6C(=C5)C78CCN9C7C(C=CC9)(C(C(C8N6C)(C(=O)OC)O)OC(=O)C)CC)OC)C(=O)OC.C(C(C(=O)O)O)(C(=O)O)O. Drug 2: C1=CC(=CC=C1C#N)C(C2=CC=C(C=C2)C#N)N3C=NC=N3. Cell line: EKVX. Synergy scores: CSS=25.4, Synergy_ZIP=-0.362, Synergy_Bliss=1.30, Synergy_Loewe=-25.2, Synergy_HSA=2.01.